Dataset: Catalyst prediction with 721,799 reactions and 888 catalyst types from USPTO. Task: Predict which catalyst facilitates the given reaction. (1) Reactant: Br[C:2]1[N:3]=[C:4]2[C:10]([C:11](=[O:16])[C:12]([CH3:15])([CH3:14])[CH3:13])=[CH:9][NH:8][C:5]2=[N:6][CH:7]=1.[CH2:17]([O:21][C:22]1[CH:23]=[C:24](B(O)O)[CH:25]=[CH:26][CH:27]=1)[CH:18]([CH3:20])[CH3:19]. Product: [CH2:17]([O:21][C:22]1[CH:27]=[C:26]([C:2]2[N:3]=[C:4]3[C:10]([C:11](=[O:16])[C:12]([CH3:15])([CH3:14])[CH3:13])=[CH:9][NH:8][C:5]3=[N:6][CH:7]=2)[CH:25]=[CH:24][CH:23]=1)[CH:18]([CH3:20])[CH3:19]. The catalyst class is: 25. (2) Reactant: [OH:1][C:2]1[CH:9]=[CH:8][C:5]([CH:6]=[O:7])=[CH:4][C:3]=1[O:10][CH3:11].C(=O)([O-])[O-].[Li+].[Li+].F[C:19]1[CH:24]=[CH:23][C:22]([C:25]([F:28])([F:27])[F:26])=[CH:21][C:20]=1[C:29]([F:32])([F:31])[F:30].[OH-].[Na+]. Product: [F:26][C:25]([F:27])([F:28])[C:22]1[CH:21]=[C:20]([C:29]([F:30])([F:31])[F:32])[CH:19]=[CH:24][C:23]=1[O:1][C:2]1[CH:9]=[CH:8][C:5]([CH:6]=[O:7])=[CH:4][C:3]=1[O:10][CH3:11]. The catalyst class is: 16.